Dataset: Catalyst prediction with 721,799 reactions and 888 catalyst types from USPTO. Task: Predict which catalyst facilitates the given reaction. (1) Reactant: [CH2:1]([N:3]([S:9]([C:12]1[CH:17]=[CH:16][C:15]([F:18])=[CH:14][CH:13]=1)(=[O:11])=[O:10])[C:4](=[CH2:8])[C:5]([OH:7])=O)[CH3:2].CCOC(OC(OCC)=O)=O.[N:30]1([C:35]2[CH:40]=[C:39]([CH2:41][NH2:42])[CH:38]=[C:37]([C:43]3[CH:48]=[CH:47][C:46]([C:49]([F:52])([F:51])[F:50])=[CH:45][CH:44]=3)[N:36]=2)[CH2:34][CH2:33][CH2:32][CH2:31]1. The catalyst class is: 1. Product: [CH2:1]([N:3]([S:9]([C:12]1[CH:17]=[CH:16][C:15]([F:18])=[CH:14][CH:13]=1)(=[O:11])=[O:10])[C:4](=[CH2:8])[C:5]([NH:42][CH2:41][C:39]1[CH:38]=[C:37]([C:43]2[CH:44]=[CH:45][C:46]([C:49]([F:52])([F:50])[F:51])=[CH:47][CH:48]=2)[N:36]=[C:35]([N:30]2[CH2:31][CH2:32][CH2:33][CH2:34]2)[CH:40]=1)=[O:7])[CH3:2]. (2) Reactant: [CH3:1][N:2]([CH2:17][CH:18]([CH2:21][CH3:22])[CH2:19][OH:20])[CH2:3][CH2:4][CH2:5][CH2:6][CH2:7][CH2:8][CH2:9][CH2:10][CH2:11][CH2:12][CH2:13][CH2:14][CH2:15][CH3:16].C(N(CC)C(C)C)(C)C.[CH3:32][S:33](Cl)(=[O:35])=[O:34]. Product: [CH3:32][S:33]([O:20][CH2:19][CH:18]([CH2:17][N:2]([CH3:1])[CH2:3][CH2:4][CH2:5][CH2:6][CH2:7][CH2:8][CH2:9][CH2:10][CH2:11][CH2:12][CH2:13][CH2:14][CH2:15][CH3:16])[CH2:21][CH3:22])(=[O:35])=[O:34]. The catalyst class is: 112. (3) Reactant: [CH3:1][C:2]1[C:8]([CH3:9])=[C:7]([OH:10])[CH:6]=[CH:5][C:3]=1[OH:4].C(=O)([O-])[O-].[Cs+].[Cs+].Br[C:18]([CH3:25])([CH3:24])[C:19]([O:21][CH2:22][CH3:23])=[O:20].[NH4+].[Cl-]. Product: [CH2:22]([O:21][C:19](=[O:20])[C:18]([O:4][C:3]1[CH:5]=[CH:6][C:7]([OH:10])=[C:8]([CH3:9])[C:2]=1[CH3:1])([CH3:25])[CH3:24])[CH3:23]. The catalyst class is: 3. (4) Reactant: [F:1][C:2]1[CH:18]=[CH:17][C:5]([O:6][C:7]2[CH:12]=[CH:11][C:10]([CH:13]=[CH:14][C:15]#[N:16])=[CH:9][CH:8]=2)=[CH:4][CH:3]=1.[BH4-].[Na+]. Product: [F:1][C:2]1[CH:18]=[CH:17][C:5]([O:6][C:7]2[CH:12]=[CH:11][C:10]([CH2:13][CH2:14][C:15]#[N:16])=[CH:9][CH:8]=2)=[CH:4][CH:3]=1. The catalyst class is: 8.